Dataset: Peptide-MHC class I binding affinity with 185,985 pairs from IEDB/IMGT. Task: Regression. Given a peptide amino acid sequence and an MHC pseudo amino acid sequence, predict their binding affinity value. This is MHC class I binding data. The peptide sequence is MATMLEYVR. The MHC is HLA-A11:01 with pseudo-sequence HLA-A11:01. The binding affinity (normalized) is 0.498.